From a dataset of Forward reaction prediction with 1.9M reactions from USPTO patents (1976-2016). Predict the product of the given reaction. Given the reactants [CH:1]1([CH2:7][O:8][C:9]2[CH:10]=[C:11]([CH:15]([OH:19])[CH2:16][C:17]#[N:18])[CH:12]=[CH:13][CH:14]=2)[CH2:6][CH2:5][CH2:4][CH2:3][CH2:2]1.CSC.C1COCC1.[C:28]([OH:38])(=[O:37])[C@@H:29]([C:31]1[CH:36]=[CH:35][CH:34]=[CH:33][CH:32]=1)[OH:30], predict the reaction product. The product is: [NH2:18][CH2:17][CH2:16][C@H:15]([C:11]1[CH:12]=[CH:13][CH:14]=[C:9]([O:8][CH2:7][CH:1]2[CH2:6][CH2:5][CH2:4][CH2:3][CH2:2]2)[CH:10]=1)[OH:19].[C:28]([O:38][C@@H:15]([C:11]1[CH:12]=[CH:13][CH:14]=[C:9]([O:8][CH2:7][CH:1]2[CH2:6][CH2:5][CH2:4][CH2:3][CH2:2]2)[CH:10]=1)[CH2:16][CH2:17][NH2:18])(=[O:37])[CH:29]([C:31]1[CH:36]=[CH:35][CH:34]=[CH:33][CH:32]=1)[OH:30].